Dataset: Reaction yield outcomes from USPTO patents with 853,638 reactions. Task: Predict the reaction yield, written as a fraction of the theoretical maximum amount of product (1.0 means a 100% yield; for example, 0.34 means a 34% yield). (1) The reactants are [NH2:1][C:2]1[CH:3]=[CH:4][C:5]2[C:11]([CH3:13])([CH3:12])[CH2:10][CH2:9][C:8](=[O:14])[N:7]([CH2:15][CH3:16])[C:6]=2[CH:17]=1.Cl[C:19]1[N:24]=[C:23]([NH:25][C:26]2[CH:31]=[CH:30][CH:29]=[CH:28][C:27]=2[S:32]([N:35]([CH3:37])[CH3:36])(=[O:34])=[O:33])[C:22]([Cl:38])=[CH:21][N:20]=1. No catalyst specified. The product is [Cl:38][C:22]1[C:23]([NH:25][C:26]2[CH:31]=[CH:30][CH:29]=[CH:28][C:27]=2[S:32]([N:35]([CH3:37])[CH3:36])(=[O:34])=[O:33])=[N:24][C:19]([NH:1][C:2]2[CH:3]=[CH:4][C:5]3[C:11]([CH3:12])([CH3:13])[CH2:10][CH2:9][C:8](=[O:14])[N:7]([CH2:15][CH3:16])[C:6]=3[CH:17]=2)=[N:20][CH:21]=1. The yield is 0.500. (2) The reactants are [S:1](=[O:26])(=[O:25])([O:3][CH2:4][C@@H:5]1[C@@H:12]2[C@@H:8]([O:9][C:10]([CH3:14])([CH3:13])[O:11]2)[C@H:7]([N:15]2[CH:23]=[N:22][C:21]3[C:16]2=[N:17][CH:18]=[N:19][C:20]=3I)[O:6]1)[NH2:2].CCN(C(C)C)C(C)C.[C:36]([C:38]1[CH:43]=[CH:42][CH:41]=[CH:40][C:39]=1[C:44]([F:47])([F:46])[F:45])#[CH:37]. The catalyst is CN(C=O)C.C(Cl)Cl.[Cu]I.Cl[Pd](Cl)([P](C1C=CC=CC=1)(C1C=CC=CC=1)C1C=CC=CC=1)[P](C1C=CC=CC=1)(C1C=CC=CC=1)C1C=CC=CC=1. The product is [S:1](=[O:26])(=[O:25])([O:3][CH2:4][C@@H:5]1[C@@H:12]2[C@@H:8]([O:9][C:10]([CH3:14])([CH3:13])[O:11]2)[C@H:7]([N:15]2[CH:23]=[N:22][C:21]3[C:16]2=[N:17][CH:18]=[N:19][C:20]=3[C:37]#[C:36][C:38]2[CH:43]=[CH:42][CH:41]=[CH:40][C:39]=2[C:44]([F:45])([F:46])[F:47])[O:6]1)[NH2:2]. The yield is 0.850.